Task: Predict which catalyst facilitates the given reaction.. Dataset: Catalyst prediction with 721,799 reactions and 888 catalyst types from USPTO (1) Reactant: O=[CH:2][C@@H:3]([C@H:5]([C@@H:7]([C@@H:9]([CH2:11][OH:12])[OH:10])[OH:8])[OH:6])[OH:4]. Product: [CH2:11]1[O:12][C@@H:2]2[O:10][C@H:9]1[C@@H:7]([OH:8])[C@H:5]([OH:6])[C@H:3]2[OH:4]. The catalyst class is: 82. (2) Reactant: B1([C:10]2[CH:15]=[CH:14][C:13]([S:16]([NH2:19])(=[O:18])=[O:17])=[CH:12][CH:11]=2)OC(C)(C)C(C)(C)O1.I[C:21]1[C:29]2[C:24](=[N:25][CH:26]=[N:27][C:28]=2[NH2:30])[N:23]([CH:31]([CH3:33])[CH3:32])[N:22]=1.C([O-])([O-])=O.[Na+].[Na+]. Product: [NH2:30][C:28]1[N:27]=[CH:26][N:25]=[C:24]2[N:23]([CH:31]([CH3:33])[CH3:32])[N:22]=[C:21]([C:10]3[CH:11]=[CH:12][C:13]([S:16]([NH2:19])(=[O:17])=[O:18])=[CH:14][CH:15]=3)[C:29]=12. The catalyst class is: 414. (3) Reactant: [H-].[Na+].[C:3](#[N:5])[CH3:4].C([O:8][C:9](=O)[C:10]([CH3:14])([CH3:13])[CH2:11][CH3:12])C. Product: [CH3:13][C:10]([CH3:14])([CH2:11][CH3:12])[C:9](=[O:8])[CH2:4][C:3]#[N:5]. The catalyst class is: 632. (4) The catalyst class is: 7. Product: [F:4][C:2]([C:5]1[CH:6]=[C:7]([CH:22]=[CH:23][CH:24]=1)[CH2:8][CH:9]1[CH:13]([C:15]2[CH:16]=[CH:17][C:18]([F:21])=[CH:19][CH:20]=2)[O:14][C:30](=[O:39])[NH:27]1)([F:1])[CH3:3]. Reactant: [F:1][C:2]([C:5]1[CH:6]=[C:7]([CH:22]=[CH:23][CH:24]=1)[CH2:8][CH:9]([CH:13]([C:15]1[CH:20]=[CH:19][C:18]([F:21])=[CH:17][CH:16]=1)[OH:14])C(O)=O)([F:4])[CH3:3].C([N:27]([CH2:30]C)CC)C.C1(P(N=[N+]=[N-])(C2C=CC=CC=2)=[O:39])C=CC=CC=1. (5) Reactant: [Se](=O)=[O:2].[F:4][C:5]1[CH:6]=[C:7]2[C:12](=[CH:13][CH:14]=1)[N:11]=[C:10]([CH3:15])[CH:9]=[CH:8]2. Product: [F:4][C:5]1[CH:6]=[C:7]2[C:12](=[CH:13][CH:14]=1)[N:11]=[C:10]([CH:15]=[O:2])[CH:9]=[CH:8]2. The catalyst class is: 12. (6) Reactant: [Cl:1][CH2:2][C:3](Cl)=[O:4].[F:6][C:7]1[C:8]([CH3:14])=[C:9]([CH:11]=[CH:12][CH:13]=1)[NH2:10].C(=O)(O)[O-].[Na+]. Product: [Cl:1][CH2:2][C:3]([NH:10][C:9]1[CH:11]=[CH:12][CH:13]=[C:7]([F:6])[C:8]=1[CH3:14])=[O:4]. The catalyst class is: 13. (7) Reactant: [CH3:1][N:2]1[C:7](=[O:8])[CH:6]=[CH:5][C:4]([C:9]2[CH:17]=[CH:16][C:12]([C:13]([OH:15])=O)=[CH:11][CH:10]=2)=[N:3]1.C(N1C=CN=C1)(N1C=CN=C1)=O.[Cl:30][C:31]1[CH:32]=[C:33]2[C:37](=[CH:38][CH:39]=1)[NH:36][C:35]([S:40]([N:43]1[CH2:48][CH2:47][NH:46][CH2:45][CH2:44]1)(=[O:42])=[O:41])=[CH:34]2. Product: [Cl:30][C:31]1[CH:32]=[C:33]2[C:37](=[CH:38][CH:39]=1)[NH:36][C:35]([S:40]([N:43]1[CH2:48][CH2:47][N:46]([C:13]([C:12]3[CH:11]=[CH:10][C:9]([C:4]4[CH:5]=[CH:6][C:7](=[O:8])[N:2]([CH3:1])[N:3]=4)=[CH:17][CH:16]=3)=[O:15])[CH2:45][CH2:44]1)(=[O:42])=[O:41])=[CH:34]2. The catalyst class is: 9. (8) Reactant: [F:1][C:2]1[CH:10]=[C:9]2[C:5]([CH:6]=[CH:7][NH:8]2)=[CH:4][CH:3]=1.[NH:11]1[CH2:16][CH2:15][C:14](=O)[CH2:13][CH2:12]1.[OH-].[K+]. Product: [F:1][C:2]1[CH:10]=[C:9]2[C:5]([C:6]([C:14]3[CH2:15][CH2:16][NH:11][CH2:12][CH:13]=3)=[CH:7][NH:8]2)=[CH:4][CH:3]=1. The catalyst class is: 5. (9) Reactant: [C:1](Cl)(=[O:8])[C:2]1[CH:7]=[CH:6][CH:5]=[CH:4][CH:3]=1.COCCOC[N:16]1[C:20]2[CH:21]=[CH:22][C:23]([NH2:33])=[C:24]3[C:25](=[O:32])[C:26]4[C:31]([C:18]([C:19]=23)=[N:17]1)=[CH:30][CH:29]=[CH:28][CH:27]=4.C(N(CC)CC)C.Cl. Product: [C:1]([NH:33][C:23]1[CH:22]=[CH:21][C:20]2[NH:16][N:17]=[C:18]3[C:31]4[C:26](=[CH:27][CH:28]=[CH:29][CH:30]=4)[C:25](=[O:32])[C:24]=1[C:19]=23)(=[O:8])[C:2]1[CH:7]=[CH:6][CH:5]=[CH:4][CH:3]=1. The catalyst class is: 2. (10) Reactant: [Cl:1][C:2]1[CH:3]=[C:4]([NH:14][C:15](=[O:20])[CH2:16][C:17](=O)[CH3:18])[CH:5]=[CH:6][C:7]=1[N:8]1[CH2:13][CH2:12][O:11][CH2:10][CH2:9]1.[NH3:21]. Product: [NH2:21]/[C:17](/[CH3:18])=[CH:16]\[C:15]([NH:14][C:4]1[CH:5]=[CH:6][C:7]([N:8]2[CH2:13][CH2:12][O:11][CH2:10][CH2:9]2)=[C:2]([Cl:1])[CH:3]=1)=[O:20]. The catalyst class is: 5.